Predict which catalyst facilitates the given reaction. From a dataset of Catalyst prediction with 721,799 reactions and 888 catalyst types from USPTO. (1) Reactant: [CH2:1]([C:4]1[CH:5]=[C:6]([CH:17]=[CH:18][C:19]=1[OH:20])[C:7]([O:9]CC1C=CC=CC=1)=[O:8])[CH:2]=[CH2:3]. The catalyst class is: 63. Product: [OH:20][C:19]1[CH:18]=[CH:17][C:6]([C:7]([OH:9])=[O:8])=[CH:5][C:4]=1[CH2:1][CH2:2][CH3:3]. (2) Reactant: [Cl:1][C:2]1[CH:3]=[C:4]([C:9]2([C:34]([F:37])([F:36])[F:35])[O:13][N:12]([CH3:14])[C:11]([C:15]3[CH:32]=[CH:31][C:18]([CH2:19][N:20]4C(=O)C5C(=CC=CC=5)C4=O)=[C:17]([CH3:33])[CH:16]=3)=[CH:10]2)[CH:5]=[C:6]([Cl:8])[CH:7]=1.O.NN. Product: [Cl:1][C:2]1[CH:3]=[C:4]([C:9]2([C:34]([F:36])([F:35])[F:37])[O:13][N:12]([CH3:14])[C:11]([C:15]3[CH:32]=[CH:31][C:18]([CH2:19][NH2:20])=[C:17]([CH3:33])[CH:16]=3)=[CH:10]2)[CH:5]=[C:6]([Cl:8])[CH:7]=1. The catalyst class is: 621.